This data is from Forward reaction prediction with 1.9M reactions from USPTO patents (1976-2016). The task is: Predict the product of the given reaction. (1) Given the reactants [Cl:1][C:2]1[C:3]2[NH:10][CH:9]=[CH:8][C:4]=2[N:5]=[CH:6][N:7]=1.C(=O)([O-])[O-].[Cs+].[Cs+].Br[CH2:18][CH:19]([CH3:21])[CH3:20], predict the reaction product. The product is: [Cl:1][C:2]1[C:3]2[N:10]([CH2:18][CH:19]([CH3:21])[CH3:20])[CH:9]=[CH:8][C:4]=2[N:5]=[CH:6][N:7]=1. (2) Given the reactants [CH2:1]([O:8][C:9]([O:11]N1C(=O)CCC1=O)=O)[C:2]1[CH:7]=[CH:6][CH:5]=[CH:4][CH:3]=1.[NH2:19][CH2:20][CH2:21][CH2:22][CH2:23][CH2:24][CH2:25][CH2:26][CH2:27][CH2:28][CH2:29][CH2:30][C:31]([OH:33])=[O:32].C(N(CC)CC)C, predict the reaction product. The product is: [CH2:1]([O:8][C:9]([NH:19][CH2:20][CH2:21][CH2:22][CH2:23][CH2:24][CH2:25][CH2:26][CH2:27][CH2:28][CH2:29][CH2:30][C:31]([OH:33])=[O:32])=[O:11])[C:2]1[CH:3]=[CH:4][CH:5]=[CH:6][CH:7]=1.